From a dataset of Peptide-MHC class II binding affinity with 134,281 pairs from IEDB. Regression. Given a peptide amino acid sequence and an MHC pseudo amino acid sequence, predict their binding affinity value. This is MHC class II binding data. (1) The peptide sequence is KYYLRLWAPELAKSQ. The MHC is HLA-DPA10201-DPB10501 with pseudo-sequence HLA-DPA10201-DPB10501. The binding affinity (normalized) is 0.531. (2) The peptide sequence is FKIMLKALSHLSLGL. The MHC is DRB3_0101 with pseudo-sequence DRB3_0101. The binding affinity (normalized) is 0.396.